Predict the reaction yield, written as a fraction of the theoretical maximum amount of product (1.0 means a 100% yield; for example, 0.34 means a 34% yield). From a dataset of Reaction yield outcomes from USPTO patents with 853,638 reactions. The reactants are [C:1]([C:5]1[O:9][N:8]=[C:7]([NH:10][C:11]([NH:13][C:14]2[CH:19]=[CH:18][CH:17]=[C:16]([O:20][C:21]3[C:30]4[C:25](=[CH:26][C:27]([O:33][CH2:34][CH2:35][CH2:36]Cl)=[C:28]([O:31][CH3:32])[CH:29]=4)[N:24]=[CH:23][N:22]=3)[CH:15]=2)=[O:12])[CH:6]=1)([CH3:4])([CH3:3])[CH3:2].[NH:38]1[CH2:42][CH2:41][CH:40]([OH:43])[CH2:39]1. No catalyst specified. The product is [C:1]([C:5]1[O:9][N:8]=[C:7]([NH:10][C:11]([NH:13][C:14]2[CH:19]=[CH:18][CH:17]=[C:16]([O:20][C:21]3[C:30]4[C:25](=[CH:26][C:27]([O:33][CH2:34][CH2:35][CH2:36][N:38]5[CH2:42][CH2:41][CH:40]([OH:43])[CH2:39]5)=[C:28]([O:31][CH3:32])[CH:29]=4)[N:24]=[CH:23][N:22]=3)[CH:15]=2)=[O:12])[CH:6]=1)([CH3:4])([CH3:3])[CH3:2]. The yield is 0.0400.